This data is from Catalyst prediction with 721,799 reactions and 888 catalyst types from USPTO. The task is: Predict which catalyst facilitates the given reaction. Reactant: [C:1]([C:3]1[N:8]=[CH:7][C:6]([N:9]2[C:16](=[O:17])[C:12]3([CH2:15][CH2:14][CH2:13]3)[N:11]([C:18]3[CH:23]=[CH:22][C:21]([S:24]([NH2:27])(=[O:26])=[O:25])=[CH:20][CH:19]=3)[C:10]2=[S:28])=[CH:5][C:4]=1[C:29]([F:32])([F:31])[F:30])#[N:2].S(C1C=CC(C)=CC=1)(O[CH3:37])(=O)=O.C([O-])([O-])=O.[Cs+].[Cs+]. Product: [C:1]([C:3]1[N:8]=[CH:7][C:6]([N:9]2[C:16](=[O:17])[C:12]3([CH2:15][CH2:14][CH2:13]3)[N:11]([C:18]3[CH:23]=[CH:22][C:21]([S:24]([NH:27][CH3:37])(=[O:26])=[O:25])=[CH:20][CH:19]=3)[C:10]2=[S:28])=[CH:5][C:4]=1[C:29]([F:32])([F:30])[F:31])#[N:2]. The catalyst class is: 47.